From a dataset of NCI-60 drug combinations with 297,098 pairs across 59 cell lines. Regression. Given two drug SMILES strings and cell line genomic features, predict the synergy score measuring deviation from expected non-interaction effect. (1) Drug 1: CC1=C(C(CCC1)(C)C)C=CC(=CC=CC(=CC(=O)O)C)C. Drug 2: CCC(=C(C1=CC=CC=C1)C2=CC=C(C=C2)OCCN(C)C)C3=CC=CC=C3.C(C(=O)O)C(CC(=O)O)(C(=O)O)O. Cell line: OVCAR-5. Synergy scores: CSS=5.29, Synergy_ZIP=-4.67, Synergy_Bliss=-5.94, Synergy_Loewe=3.14, Synergy_HSA=-3.40. (2) Drug 2: C1=CN(C(=O)N=C1N)C2C(C(C(O2)CO)O)O.Cl. Cell line: SNB-75. Synergy scores: CSS=16.8, Synergy_ZIP=-4.61, Synergy_Bliss=-1.37, Synergy_Loewe=-4.91, Synergy_HSA=0.580. Drug 1: CC1C(C(=O)NC(C(=O)N2CCCC2C(=O)N(CC(=O)N(C(C(=O)O1)C(C)C)C)C)C(C)C)NC(=O)C3=C4C(=C(C=C3)C)OC5=C(C(=O)C(=C(C5=N4)C(=O)NC6C(OC(=O)C(N(C(=O)CN(C(=O)C7CCCN7C(=O)C(NC6=O)C(C)C)C)C)C(C)C)C)N)C. (3) Drug 1: CCC1(CC2CC(C3=C(CCN(C2)C1)C4=CC=CC=C4N3)(C5=C(C=C6C(=C5)C78CCN9C7C(C=CC9)(C(C(C8N6C)(C(=O)OC)O)OC(=O)C)CC)OC)C(=O)OC)O.OS(=O)(=O)O. Drug 2: CCC1=C2CN3C(=CC4=C(C3=O)COC(=O)C4(CC)O)C2=NC5=C1C=C(C=C5)O. Cell line: RXF 393. Synergy scores: CSS=3.74, Synergy_ZIP=0.565, Synergy_Bliss=2.52, Synergy_Loewe=-1.13, Synergy_HSA=0.216. (4) Drug 1: CS(=O)(=O)CCNCC1=CC=C(O1)C2=CC3=C(C=C2)N=CN=C3NC4=CC(=C(C=C4)OCC5=CC(=CC=C5)F)Cl. Drug 2: CCN(CC)CCNC(=O)C1=C(NC(=C1C)C=C2C3=C(C=CC(=C3)F)NC2=O)C. Cell line: KM12. Synergy scores: CSS=29.2, Synergy_ZIP=-5.12, Synergy_Bliss=-4.26, Synergy_Loewe=-2.77, Synergy_HSA=-2.20.